From a dataset of Full USPTO retrosynthesis dataset with 1.9M reactions from patents (1976-2016). Predict the reactants needed to synthesize the given product. (1) Given the product [S:37]([O-:40])([O-:43])(=[O:39])=[O:38].[Na+:42].[Na+:42].[CH3:1][O:2][C:3]1[CH:8]=[CH:7][C:6]([CH2:9][CH2:10][C:11]2[CH:16]=[C:15]([O:17][CH3:18])[C:14]([O:19][CH3:20])=[C:13]([O:21][CH3:22])[CH:12]=2)=[CH:5][C:4]=1[OH:23], predict the reactants needed to synthesize it. The reactants are: [CH3:1][O:2][C:3]1[CH:8]=[CH:7][C:6]([CH2:9][CH2:10][C:11]2[CH:16]=[C:15]([O:17][CH3:18])[C:14]([O:19][CH3:20])=[C:13]([O:21][CH3:22])[CH:12]=2)=[CH:5][C:4]=1[OH:23].CN(C)C1C=CC=CC=1.C(Cl)Cl.Cl[S:37]([OH:40])(=[O:39])=[O:38].[Cl-].[Na+:42].[OH2:43]. (2) Given the product [CH3:2][C:1]1[S:32][C:6]([C:8]2[N:9]=[N:10][C:11]([N:14]3[CH2:19][CH2:18][CH:17]([O:20][C:21]4[CH:26]=[CH:25][CH:24]=[CH:23][C:22]=4[C:27]([F:30])([F:29])[F:28])[CH2:16][CH2:15]3)=[CH:12][CH:13]=2)=[N:5][N:4]=1, predict the reactants needed to synthesize it. The reactants are: [C:1]([NH:4][NH:5][C:6]([C:8]1[N:9]=[N:10][C:11]([N:14]2[CH2:19][CH2:18][CH:17]([O:20][C:21]3[CH:26]=[CH:25][CH:24]=[CH:23][C:22]=3[C:27]([F:30])([F:29])[F:28])[CH2:16][CH2:15]2)=[CH:12][CH:13]=1)=O)(=O)[CH3:2].P12(SP3(SP(SP(S3)(S1)=S)(=S)S2)=S)=[S:32]. (3) Given the product [Br:1][C:2]1[CH:7]=[C:6]2[C:5](=[CH:4][CH:3]=1)[O:11][C:17]1([CH2:22][CH2:21][CH2:20][CH2:19][CH2:18]1)[CH2:9][C:8]2=[O:10], predict the reactants needed to synthesize it. The reactants are: [Br:1][C:2]1[CH:3]=[CH:4][C:5]([OH:11])=[C:6]([C:8](=[O:10])[CH3:9])[CH:7]=1.N1CCCC1.[C:17]1(=O)[CH2:22][CH2:21][CH2:20][CH2:19][CH2:18]1. (4) Given the product [C:4]([CH:9]=[P:10]([C:23]1[CH:28]=[CH:27][CH:26]=[CH:25][CH:24]=1)([C:11]1[CH:12]=[CH:13][CH:14]=[CH:15][CH:16]=1)[C:17]1[CH:22]=[CH:21][CH:20]=[CH:19][CH:18]=1)([O:6][CH2:7][CH3:8])=[O:5], predict the reactants needed to synthesize it. The reactants are: [OH-].[Na+].[Br-].[C:4]([CH2:9][P+:10]([C:23]1[CH:28]=[CH:27][CH:26]=[CH:25][CH:24]=1)([C:17]1[CH:22]=[CH:21][CH:20]=[CH:19][CH:18]=1)[C:11]1[CH:16]=[CH:15][CH:14]=[CH:13][CH:12]=1)([O:6][CH2:7][CH3:8])=[O:5].C1C=CC2C(C3C=CC(O)=CC=3)(C3C=CC(O)=CC=3)OC(=O)C=2C=1. (5) Given the product [Cl:1][C:2]1[CH:7]=[C:6]([C:8]#[C:9][CH3:10])[CH:5]=[C:4]([Cl:11])[C:3]=1[CH:12]1[C:13](=[O:26])[CH:14]([CH2:19][C:20]2[CH:25]=[CH:24][CH:23]=[CH:22][N:21]=2)[CH2:15][C:16]1=[O:17], predict the reactants needed to synthesize it. The reactants are: [Cl:1][C:2]1[CH:7]=[C:6]([C:8]#[C:9][CH3:10])[CH:5]=[C:4]([Cl:11])[C:3]=1[C:12]1[C:13](=[O:26])[CH:14]([CH2:19][C:20]2[CH:25]=[CH:24][CH:23]=[CH:22][N:21]=2)[CH2:15][C:16]=1[O:17]C.N1CCOCC1. (6) The reactants are: [CH3:1][C:2]1[S:3][C:4]2[CH:10]=[CH:9][CH:8]=[CH:7][C:5]=2[CH:6]=1.[Br:11]Br. Given the product [Br:11][C:6]1[C:5]2[CH:7]=[CH:8][CH:9]=[CH:10][C:4]=2[S:3][C:2]=1[CH3:1], predict the reactants needed to synthesize it.